This data is from Reaction yield outcomes from USPTO patents with 853,638 reactions. The task is: Predict the reaction yield, written as a fraction of the theoretical maximum amount of product (1.0 means a 100% yield; for example, 0.34 means a 34% yield). (1) The reactants are C(=O)([O-])[O-].[K+].[K+].[I-].[K+].[OH:9][C:10]1[CH:17]=[CH:16][C:13]([CH:14]=[O:15])=[C:12]([CH3:18])[CH:11]=1.[CH2:19](Br)[CH:20]=[CH2:21]. The catalyst is CC(=O)CC. The product is [CH2:21]([O:9][C:10]1[CH:17]=[CH:16][C:13]([CH:14]=[O:15])=[C:12]([CH3:18])[CH:11]=1)[CH:20]=[CH2:19]. The yield is 0.980. (2) The reactants are Br.[CH2:2]([C@@H:4]1[NH:9][C@@H:8]([C:10]2[CH:15]=[CH:14][CH:13]=[CH:12][CH:11]=2)[C@@H:7]([N+:16]([O-])=O)[CH2:6][CH2:5]1)[CH3:3]. The catalyst is CO.[Ni]. The product is [CH2:2]([CH:4]1[NH:9][CH:8]([C:10]2[CH:15]=[CH:14][CH:13]=[CH:12][CH:11]=2)[CH:7]([NH2:16])[CH2:6][CH2:5]1)[CH3:3]. The yield is 0.720. (3) The reactants are [OH:1][NH:2][C:3](=[NH:5])[CH3:4].[H-].[Na+].[C:8]([C:10]1[CH:11]=[N:12][N:13]2[C:18](=[O:19])[C:17]([CH2:20][CH3:21])=[C:16]([C:22](OCC)=O)[NH:15][C:14]=12)#[N:9]. The catalyst is C1COCC1. The product is [CH2:20]([C:17]1[C:18](=[O:19])[N:13]2[N:12]=[CH:11][C:10]([C:8]#[N:9])=[C:14]2[NH:15][C:16]=1[C:22]1[O:1][N:2]=[C:3]([CH3:4])[N:5]=1)[CH3:21]. The yield is 0.640. (4) The reactants are [Br:1][C:2]1[CH2:6][CH:5]([C:7]([O:9]CC)=[O:8])[N:4]([C:12]2[C:17]([Cl:18])=[CH:16][CH:15]=[CH:14][N:13]=2)[N:3]=1.[OH-].[Na+]. The catalyst is C(O)C. The product is [Br:1][C:2]1[CH2:6][CH:5]([C:7]([OH:9])=[O:8])[N:4]([C:12]2[C:17]([Cl:18])=[CH:16][CH:15]=[CH:14][N:13]=2)[N:3]=1. The yield is 0.920. (5) The reactants are [CH3:1][O:2][C:3](=[O:16])[C@@H:4]1[CH2:8][CH2:7][CH2:6][N:5]1[C:9]([O:11][C:12]([CH3:15])([CH3:14])[CH3:13])=[O:10].[C:17]([N:24]1[CH:28]=[CH:27]N=[CH:25]1)(N1C=CN=C1)=[O:18].[Cl:29][C:30]1C=[CH:37][CH:36]=[C:35]2[C:31]=1CNC2.Cl.CN(C=[O:44])C. No catalyst specified. The product is [Cl:29][C:30]1[CH:31]=[CH:35][CH:36]=[C:37]2[C:27]=1[CH2:28][N:24]([C:17]([O:18][C@H:7]1[CH2:6][N:5]([C:9]([O:11][C:12]([CH3:13])([CH3:15])[CH3:14])=[O:10])[C@H:4]([C:3]([O:2][CH3:1])=[O:16])[CH2:8]1)=[O:44])[CH2:25]2. The yield is 0.660. (6) The reactants are [Cl:1][C:2]1[CH:9]=[C:8]([F:10])[CH:7]=[CH:6][C:3]=1[C:4]#[N:5].[Li+].CC([N-]C(C)C)C.[CH2:19]1[O:21][CH2:20]1. The catalyst is C1COCC1. The product is [Cl:1][C:2]1[C:9]([CH2:19][CH2:20][OH:21])=[C:8]([F:10])[CH:7]=[CH:6][C:3]=1[C:4]#[N:5]. The yield is 0.660.